Dataset: Drug-target binding data from BindingDB using Kd measurements. Task: Regression. Given a target protein amino acid sequence and a drug SMILES string, predict the binding affinity score between them. We predict pKd (pKd = -log10(Kd in M); higher means stronger binding). Dataset: bindingdb_kd. (1) The small molecule is C=C(c1ccc(C(=O)O)cc1)c1cc2c(cc1C(C)C)C(C)(C)CCC2(C)C. The target protein (P28705) has sequence MYGNYSHFMKFPTGFGGSPGHTGSTSMSPSVALPTGKPMDSHPSYTDTPVSAPRTLSAVGTPLNALGSPYRVITSAMGPPSGALAAPPGINLVAPPSSQLNVVNSVSSSEDIKPLPGLPGIGNMNYPSTSPGSLVKHICAICGDRSSGKHYGVYSCEGCKGFFKRTIRKDLIYTCRDNKDCLIDKRQRNRCQYCRYQKCLVMGMKREAVQEERQRSRERAESEAECASSSHEDMPVERILEAELAVEPKTESYGDMNVENSTNDPVTNICHAADKQLFTLVEWAKRIPHFSDLTLEDQVILLRAGWNELLIASFSHRSVSVQDGILLATGLHVHRSSAHSAGVGSIFDRVLTELVSKMKDMQMDKSELGCLRAIVLFNPDAKGLSNPSEVETLREKVYATLEAYTKQKYPEQPGRFAKLLLRLPALRSIGLKCLEHLFFFKLIGDTPIDSFLMEMLETPLQIT. The pKd is 6.8. (2) The compound is CC(C)CNc1nc2cc3c(=O)cc(-c4ccc(C(=O)N[C@@H](Cc5ccccc5)C(N)=O)cc4)oc3cc2n1Cc1ccccc1. The target protein (P68104) has sequence MGKEKTHINIVVIGHVDSGKSTTTGHLIYKCGGIDKRTIEKFEKEAAEMGKGSFKYAWVLDKLKAERERGITIDISLWKFETSKYYVTIIDAPGHRDFIKNMITGTSQADCAVLIVAAGVGEFEAGISKNGQTREHALLAYTLGVKQLIVGVNKMDSTEPPYSQKRYEEIVKEVSTYIKKIGYNPDTVAFVPISGWNGDNMLEPSANMPWFKGWKVTRKDGNASGTTLLEALDCILPPTRPTDKPLRLPLQDVYKIGGIGTVPVGRVETGVLKPGMVVTFAPVNVTTEVKSVEMHHEALSEALPGDNVGFNVKNVSVKDVRRGNVAGDSKNDPPMEAAGFTAQVIILNHPGQISAGYAPVLDCHTAHIACKFAELKEKIDRRSGKKLEDGPKFLKSGDAAIVDMVPGKPMCVESFSDYPPLGRFAVRDMRQTVAVGVIKAVDKKAAGAGKVTKSAQKAQKAK. The pKd is 8.1. (3) The target protein sequence is MPEETQTQDQPMEEEEVETFAFQAEIAQLMSLIINTFYSNKEIFLRELISNSSDALDKIRYESLTDPSKLDSGKELHINLIPNKQDRTLTIVDTGIGMTKADLINNLGTIAKSGTKAFMEALQAGADISMIGQFGVGFYSAYLVAEKVTVITKHNDDEQYAWESSAGGSFTVRTDTGEPMGRGTKVILHLKEDQTEYLEERRIKEIVKKHSQFIGYPITLFVEKERDKEVSDDEAE. The pKd is 7.6. The small molecule is O=C(c1ccc(O)cc1O)N1Cc2ccccc2C1. (4) The compound is O=c1[nH]cnc2n[nH]cc12. The target protein (P9WP01) has sequence MADPRPDPDELARRAAQVIADRTGIGEHDVAVVLGSGWLPAVAALGSPTTVLPQAELPGFVPPTAAGHAGELLSVPIGAHRVLVLAGRIHAYEGHDLRYVVHPVRAARAAGAQIMVLTNAAGGLRADLQVGQPVLISDHLNLTARSPLVGGEFVDLTDAYSPRLRELARQSDPQLAEGVYAGLPGPHYETPAEIRMLQTLGADLVGMSTVHETIAARAAGAEVLGVSLVTNLAAGITGEPLSHAEVLAAGAASATRMGALLADVIARF. The pKd is 3.0. (5) The drug is N=C(N)NCCCC(COC(N)=O)NC(=O)OCC(N)CCCNc1c(N)c(=O)c1=O. The target protein (P04608) has sequence MEPVDPRLEPWKHPGSQPKTACTNCYCKKCCFHCQVCFITKALGISYGRKKRRQRRRAHQNSQTHQASLSKQPTSQPRGDPTGPKE. The pKd is 3.1. (6) The small molecule is NS(=O)(=O)c1ccc(C(=O)NCc2c(F)c(F)c(F)c(F)c2F)cc1. The target protein sequence is SHHWGYGKHNGPEHWHKDFPIAKGERQSPVDIDTHTAKYDPSLKPLSVSYDQATSLRILNNGHAFNVEFDDSQDKAVLKGGPLDGTYRLIQFHFHWGSLDGQGSEHTVDKKKYAAELHLVHWNTKYGDVGKAVQQPDGLAVLGIFLKVGSAKPGLQKVVDVLDSIKTKGKSADFTNFDPRGLLPESLDYWTYPGSLTTPPLLECVTWIVLKEPISVSSEQVLKFRKLNFNGEGEPEELMVDNWRPAQPLKNRQIKASFK. The pKd is 8.7. (7) The drug is Cc1sc2c(c1C)C(c1ccc(Cl)cc1)=N[C@@H](CC(=O)OC(C)(C)C)c1nnc(C)n1-2. The target protein sequence is NPPPPETSNPNKPKRQTNQLQYLLRVVLKTLWKHQFAWPFQQPVDAVKLNAPDYYKIIKTPMDMGTIKKRLENNYYWNAQECIQDFNTMFTNCYIYNKPGDDIVLMAEALEKLFLQKINELPT. The pKd is 7.4. (8) The compound is COC(=O)C[C@@H]1N=C(c2ccc(Cl)cc2)c2c(sc(C(=O)NCCOCCOCCOCCOCCOCCOCCOCCNC(=O)C[C@@H]3N=C(c4ccc(Cl)cc4)c4c(sc(C)c4C)-n4c(C)nnc43)c2C)-n2c(C)nnc21. The target protein sequence is NPPPPETSNPNKPKRQTNQLQYLLRVVLKTLWKHQFAWPFQQPVDAVKLNLPDYYKIIKTPMDMGTIKKRLENNYYWNAQECIQDFNTMFTNCYIYNKPGDDIVLMAEALEKLFLQKINELPTEEKDVPDSQQHPAPEKSSKVSEQLKCCSGILKEMFAKKHAAYAWPFYKPVDVEALGLHDYCDIIKHPMDMSTIKSKLEAREYRDAQEFGADVRLMFSNCYKYNPPDHEVVAMARKLQDVFEMRFAKMPDE. The pKd is 10.0.